The task is: Predict the reaction yield, written as a fraction of the theoretical maximum amount of product (1.0 means a 100% yield; for example, 0.34 means a 34% yield).. This data is from Reaction yield outcomes from USPTO patents with 853,638 reactions. The reactants are C(O[C:9]([NH:11][C@H:12]([C:16](O)=O)[CH:13]([CH3:15])[CH3:14])=O)C1C=CC=CC=1.COC(=O)[CH2:22][NH2:23].C(Cl)Cl.CO. The catalyst is C1COCC1. The product is [CH:13]([C@H:12]1[CH2:16][NH:23][CH2:22][CH2:9][NH:11]1)([CH3:15])[CH3:14]. The yield is 0.936.